The task is: Predict which catalyst facilitates the given reaction.. This data is from Catalyst prediction with 721,799 reactions and 888 catalyst types from USPTO. (1) Reactant: C[O-].[Na+].CCO[CH:7]=[C:8]([C:14]([O:16]CC)=O)[C:9]([O:11][CH2:12][CH3:13])=[O:10].[CH:19]([NH:22][NH2:23])([CH3:21])[CH3:20].Cl. Product: [OH:16][C:14]1[C:8]([C:9]([O:11][CH2:12][CH3:13])=[O:10])=[CH:7][N:22]([CH:19]([CH3:21])[CH3:20])[N:23]=1. The catalyst class is: 823. (2) Reactant: [CH2:1]([O:8][C:9]1[CH:14]=[C:13]([CH:15]([CH3:17])[CH3:16])[CH:12]=[CH:11][C:10]=1[CH2:18][CH2:19][NH2:20])[C:2]1[CH:7]=[CH:6][CH:5]=[CH:4][CH:3]=1.[C:21](O[C:21]([O:23][C:24]([CH3:27])([CH3:26])[CH3:25])=[O:22])([O:23][C:24]([CH3:27])([CH3:26])[CH3:25])=[O:22]. Product: [CH2:1]([O:8][C:9]1[CH:14]=[C:13]([CH:15]([CH3:17])[CH3:16])[CH:12]=[CH:11][C:10]=1[CH2:18][CH2:19][NH:20][C:21](=[O:22])[O:23][C:24]([CH3:27])([CH3:26])[CH3:25])[C:2]1[CH:3]=[CH:4][CH:5]=[CH:6][CH:7]=1. The catalyst class is: 7. (3) Reactant: C([O-])(=O)C.[O:5]=[C:6]1[C@@H:9]([NH3+:10])[CH2:8][NH:7]1.CCN(C(C)C)C(C)C.[CH:20]1([CH2:26][CH2:27][CH2:28][CH2:29][CH2:30][O:31][C:32](N2C=CC=CC2=O)=[O:33])[CH2:25][CH2:24][CH2:23][CH2:22][CH2:21]1. Product: [CH:20]1([CH2:26][CH2:27][CH2:28][CH2:29][CH2:30][O:31][C:32](=[O:33])[NH:10][C@H:9]2[CH2:8][NH:7][C:6]2=[O:5])[CH2:25][CH2:24][CH2:23][CH2:22][CH2:21]1. The catalyst class is: 2. (4) Reactant: [OH-].[K+].[Br:3][C:4]1[S:8][C:7]2=[C:9]([C:12]([O:14]CC)=[O:13])[N:10]=[CH:11][N:6]2[CH:5]=1. Product: [Br:3][C:4]1[S:8][C:7]2=[C:9]([C:12]([OH:14])=[O:13])[N:10]=[CH:11][N:6]2[CH:5]=1. The catalyst class is: 33. (5) Reactant: C[O:2][C:3](=[O:29])[CH:4]([NH:12][C:13]([O:15][CH2:16][C:17]1[CH:22]=[CH:21][C:20]([C:23]2[CH:28]=[CH:27][CH:26]=[CH:25][CH:24]=2)=[CH:19][CH:18]=1)=[O:14])[CH2:5][C:6]1[CH:11]=[CH:10][CH:9]=[CH:8][CH:7]=1.[Li+].[OH-].Cl. Product: [C:20]1([C:23]2[CH:24]=[CH:25][CH:26]=[CH:27][CH:28]=2)[CH:21]=[CH:22][C:17]([CH2:16][O:15][C:13]([NH:12][CH:4]([CH2:5][C:6]2[CH:7]=[CH:8][CH:9]=[CH:10][CH:11]=2)[C:3]([OH:29])=[O:2])=[O:14])=[CH:18][CH:19]=1. The catalyst class is: 24.